This data is from Forward reaction prediction with 1.9M reactions from USPTO patents (1976-2016). The task is: Predict the product of the given reaction. (1) Given the reactants [F:1][C:2]1[CH:40]=[C:39]([F:41])[CH:38]=[C:37]([F:42])[C:3]=1[CH2:4][N:5]1[C:13]([C:14]2[CH:15]=[C:16]([C:20]#[C:21][C:22]3[CH:23]=[C:24]([CH:30]=[CH:31][CH:32]=3)[C:25]([O:27][CH2:28][CH3:29])=[O:26])[CH:17]=[CH:18][CH:19]=2)=[C:12]2[C:7]([C:8]([C:33]([F:36])([F:35])[F:34])=[CH:9][CH:10]=[CH:11]2)=[N:6]1, predict the reaction product. The product is: [F:1][C:2]1[CH:40]=[C:39]([F:41])[CH:38]=[C:37]([F:42])[C:3]=1[CH2:4][N:5]1[C:13]([C:14]2[CH:15]=[C:16]([CH2:20][CH2:21][C:22]3[CH:23]=[C:24]([CH:30]=[CH:31][CH:32]=3)[C:25]([O:27][CH2:28][CH3:29])=[O:26])[CH:17]=[CH:18][CH:19]=2)=[C:12]2[C:7]([C:8]([C:33]([F:34])([F:35])[F:36])=[CH:9][CH:10]=[CH:11]2)=[N:6]1. (2) Given the reactants Cl[C:2]1[C:11]2[C:6](=[CH:7][CH:8]=[C:9]([I:12])[CH:10]=2)[N:5]=[CH:4][N:3]=1.[NH:13]1[C:21]2[C:16](=[CH:17][CH:18]=[CH:19][CH:20]=2)[CH2:15][CH2:14]1.C(N(CC)CC)C.N1C2C(=CC=CC=2)C=NC=1, predict the reaction product. The product is: [N:13]1([C:2]2[C:11]3[C:6](=[CH:7][CH:8]=[C:9]([I:12])[CH:10]=3)[N:5]=[CH:4][N:3]=2)[C:21]2[C:16](=[CH:17][CH:18]=[CH:19][CH:20]=2)[CH2:15][CH2:14]1. (3) The product is: [CH3:1][O:2][CH2:22][C:19]1[N:20]=[CH:21][C:16]([OH:15])=[CH:17][CH:18]=1. Given the reactants [CH3:1][O-:2].[Na+].CO.C1(S([O:15][C:16]2[CH:17]=[CH:18][C:19]([CH2:22]Br)=[N:20][CH:21]=2)(=O)=O)C=CC=CC=1, predict the reaction product.